This data is from NCI-60 drug combinations with 297,098 pairs across 59 cell lines. The task is: Regression. Given two drug SMILES strings and cell line genomic features, predict the synergy score measuring deviation from expected non-interaction effect. Drug 1: CC1CCCC2(C(O2)CC(NC(=O)CC(C(C(=O)C(C1O)C)(C)C)O)C(=CC3=CSC(=N3)C)C)C. Drug 2: CC1C(C(CC(O1)OC2CC(CC3=C2C(=C4C(=C3O)C(=O)C5=CC=CC=C5C4=O)O)(C(=O)C)O)N)O. Cell line: 786-0. Synergy scores: CSS=37.7, Synergy_ZIP=0.532, Synergy_Bliss=-3.48, Synergy_Loewe=-2.51, Synergy_HSA=-2.95.